From a dataset of Peptide-MHC class I binding affinity with 185,985 pairs from IEDB/IMGT. Regression. Given a peptide amino acid sequence and an MHC pseudo amino acid sequence, predict their binding affinity value. This is MHC class I binding data. The peptide sequence is SWLHLTVPL. The MHC is H-2-Kb with pseudo-sequence H-2-Kb. The binding affinity (normalized) is 0.587.